From a dataset of Peptide-MHC class I binding affinity with 185,985 pairs from IEDB/IMGT. Regression. Given a peptide amino acid sequence and an MHC pseudo amino acid sequence, predict their binding affinity value. This is MHC class I binding data. The peptide sequence is VILFIMFMLI. The MHC is HLA-A02:02 with pseudo-sequence HLA-A02:02. The binding affinity (normalized) is 0.392.